From a dataset of Reaction yield outcomes from USPTO patents with 853,638 reactions. Predict the reaction yield, written as a fraction of the theoretical maximum amount of product (1.0 means a 100% yield; for example, 0.34 means a 34% yield). (1) The reactants are Br[C:2]1[CH:3]=[N:4][CH:5]=[C:6]([O:8][CH2:9][CH3:10])[CH:7]=1.[CH2:11]([O:13][C:14]([O:20][CH2:21][CH3:22])([O:17][CH2:18][CH3:19])[C:15]#[CH:16])[CH3:12]. No catalyst specified. The product is [CH2:9]([O:8][C:6]1[CH:5]=[N:4][CH:3]=[C:2]([C:16]#[C:15][C:14]([O:17][CH2:18][CH3:19])([O:13][CH2:11][CH3:12])[O:20][CH2:21][CH3:22])[CH:7]=1)[CH3:10]. The yield is 0.370. (2) The reactants are [F:1][C:2]1[CH:3]=[CH:4][C:5]([NH:8][NH:9][C:10](=O)[CH:11]([N:13]2[CH2:18][CH2:17][O:16][CH2:15][CH2:14]2)[CH3:12])=[N:6][CH:7]=1.C1C=CC(P(C2C=CC=CC=2)C2C=CC=CC=2)=CC=1.CCN(CC)CC.ClC(Cl)(Cl)C(Cl)(Cl)Cl.N. The yield is 0.530. The catalyst is C1COCC1.CO.C(Cl)Cl. The product is [F:1][C:2]1[CH:3]=[CH:4][C:5]2[N:6]([C:10]([CH:11]([N:13]3[CH2:18][CH2:17][O:16][CH2:15][CH2:14]3)[CH3:12])=[N:9][N:8]=2)[CH:7]=1. (3) The reactants are S(=O)(=O)(O)O.[F:6][C:7]([F:20])([F:19])[O:8][C:9]1[CH:14]=[CH:13][C:12]([CH2:15][C:16]([OH:18])=[O:17])=[CH:11][CH:10]=1.[CH2:21](O)[CH3:22]. No catalyst specified. The product is [F:6][C:7]([F:19])([F:20])[O:8][C:9]1[CH:10]=[CH:11][C:12]([CH2:15][C:16]([O:18][CH2:21][CH3:22])=[O:17])=[CH:13][CH:14]=1. The yield is 0.910. (4) The reactants are [Cl:1][C:2]1[CH:7]=[CH:6][C:5](/[CH:8]=[CH:9]/[S:10]([NH:13][C:14]2[CH:19]=[C:18]([F:20])[CH:17]=[CH:16][C:15]=2[S:21]([NH2:24])(=[O:23])=[O:22])(=[O:12])=[O:11])=[CH:4][CH:3]=1.[H][H]. The catalyst is C(OCC)(=O)C.[Pd]. The product is [Cl:1][C:2]1[CH:7]=[CH:6][C:5]([CH2:8][CH2:9][S:10]([NH:13][C:14]2[CH:19]=[C:18]([F:20])[CH:17]=[CH:16][C:15]=2[S:21]([NH2:24])(=[O:23])=[O:22])(=[O:11])=[O:12])=[CH:4][CH:3]=1. The yield is 0.490. (5) The reactants are C([Cl:4])(=O)C.[NH2:5][C:6]1[CH:11]=[CH:10][CH:9]=[CH:8][C:7]=1[C:12]1[N:16]([CH2:17][CH:18]([CH3:20])[CH3:19])[C:15]([CH2:21][CH2:22][CH2:23][CH3:24])=[N:14][C:13]=1[C:25]#[N:26]. The catalyst is C(O)C. The product is [ClH:4].[CH2:21]([C:15]1[N:16]([CH2:17][CH:18]([CH3:20])[CH3:19])[C:12]2[C:7]3[CH:8]=[CH:9][CH:10]=[CH:11][C:6]=3[N:5]=[C:25]([NH2:26])[C:13]=2[N:14]=1)[CH2:22][CH2:23][CH3:24]. The yield is 0.890. (6) The reactants are [CH3:1][C:2]1[CH:11]=[C:10]([NH:12][C:13]2[CH:14]=[C:15]([C:19]3[C:20]([CH:25]=O)=[CH:21][CH:22]=[CH:23][CH:24]=3)[CH:16]=[CH:17][CH:18]=2)[C:9]2[C:4](=[CH:5][CH:6]=[CH:7][CH:8]=2)[N:3]=1.[CH2:27]1[C:36]2[C:31](=[CH:32][CH:33]=[CH:34][CH:35]=2)[CH2:30][CH2:29][NH:28]1.[BH-](OC(C)=O)(OC(C)=O)OC(C)=O.[Na+].CC(O)=O. The catalyst is ClC(Cl)C. The product is [CH2:27]1[C:36]2[C:31](=[CH:32][CH:33]=[CH:34][CH:35]=2)[CH2:30][CH2:29][N:28]1[CH2:25][C:20]1[CH:21]=[CH:22][CH:23]=[CH:24][C:19]=1[C:15]1[CH:16]=[CH:17][CH:18]=[C:13]([NH:12][C:10]2[C:9]3[C:4](=[CH:5][CH:6]=[CH:7][CH:8]=3)[N:3]=[C:2]([CH3:1])[CH:11]=2)[CH:14]=1. The yield is 0.237. (7) The reactants are [CH2:1]([N:3]1[CH2:7][CH2:6][N:5]([C:8]2[CH:13]=[CH:12][N:11]=[C:10]([C:14]#[N:15])[CH:9]=2)[C:4]1=[O:16])[CH3:2].[C:17](OC)(=[O:25])[C:18]1[C:19](=[CH:21][CH:22]=[CH:23][CH:24]=1)[SH:20].C(N(CC)CC)C. The catalyst is C1(C)C=CC=CC=1. The product is [CH2:1]([N:3]1[CH2:7][CH2:6][N:5]([C:8]2[CH:13]=[CH:12][N:11]=[C:10]([C:14]3[S:20][C:19]4[CH:21]=[CH:22][CH:23]=[CH:24][C:18]=4[C:17](=[O:25])[N:15]=3)[CH:9]=2)[C:4]1=[O:16])[CH3:2]. The yield is 0.510. (8) The reactants are CC(C1C=CC(B2OC(C)(C)C(C)(C)O2)=CC=1)(C)C(OCC)=O.BrC1C=CC(OCCN2C=CC=N2)=CC=1.[N:39]1([CH2:44][CH2:45][O:46][C:47]2[CH:52]=[CH:51][C:50]([C:53]3[CH:58]=[CH:57][C:56]([C:59]([CH3:66])([CH3:65])[C:60]([O:62]CC)=[O:61])=[CH:55][CH:54]=3)=[CH:49][CH:48]=2)[CH:43]=[CH:42][CH:41]=[N:40]1.O.[OH-].[Li+]. The catalyst is O1CCCC1.C(O)C.O. The product is [N:39]1([CH2:44][CH2:45][O:46][C:47]2[CH:48]=[CH:49][C:50]([C:53]3[CH:58]=[CH:57][C:56]([C:59]([CH3:66])([CH3:65])[C:60]([OH:62])=[O:61])=[CH:55][CH:54]=3)=[CH:51][CH:52]=2)[CH:43]=[CH:42][CH:41]=[N:40]1. The yield is 0.410.